Task: Predict the product of the given reaction.. Dataset: Forward reaction prediction with 1.9M reactions from USPTO patents (1976-2016) (1) Given the reactants Cl[C:2]1[C:7]([C:8]2[NH:12][C:11]3[CH:13]=[C:14]([N:18]4[CH2:23][CH2:22][O:21][CH2:20][CH2:19]4)[CH:15]=[C:16]([CH3:17])[C:10]=3[N:9]=2)=[C:6]([O:24][CH3:25])[N:5]=[C:4]([O:26][CH3:27])[N:3]=1.C(N(CC)CC)C.Cl.[NH2:36][CH2:37][C@H:38]([C:40]1[CH:45]=[CH:44][CH:43]=[C:42]([Cl:46])[CH:41]=1)[OH:39], predict the reaction product. The product is: [Cl:46][C:42]1[CH:41]=[C:40]([CH:38]([OH:39])[CH2:37][NH:36][C:2]2[C:7]([C:8]3[NH:12][C:11]4[CH:13]=[C:14]([N:18]5[CH2:19][CH2:20][O:21][CH2:22][CH2:23]5)[CH:15]=[C:16]([CH3:17])[C:10]=4[N:9]=3)=[C:6]([O:24][CH3:25])[N:5]=[C:4]([O:26][CH3:27])[N:3]=2)[CH:45]=[CH:44][CH:43]=1. (2) Given the reactants C(O[C:9]1[CH:10]=[CH:11][C:12]([C:15]2[O:16][C:17]3[C:22]([F:23])=[C:21]([O:24][CH2:25][C@@H:26]([NH:28][C:29](=[O:31])[CH3:30])[CH3:27])[N:20]=[CH:19][C:18]=3[N:32]=2)=[N:13][CH:14]=1)C1C=CC=CC=1.[N+](C1C=CC(S([O:45][CH2:46][C@H:47]2[CH2:49][C:48]2([F:51])[F:50])(=O)=O)=CC=1)([O-])=O, predict the reaction product. The product is: [F:51][C:48]1([F:50])[CH2:49][C@@H:47]1[CH2:46][O:45][C:9]1[CH:10]=[CH:11][C:12]([C:15]2[O:16][C:17]3[C:22]([F:23])=[C:21]([O:24][CH2:25][C@@H:26]([NH:28][C:29](=[O:31])[CH3:30])[CH3:27])[N:20]=[CH:19][C:18]=3[N:32]=2)=[N:13][CH:14]=1. (3) Given the reactants [CH2:1]([N:5]([CH2:41][CH2:42][CH2:43][CH3:44])[C:6]([C:8]1[N:9]=[C:10]([C:21]2[CH:30]=[CH:29][C:24]([C:25]([O:27][CH3:28])=[O:26])=[CH:23][C:22]=2[C:31]([O:33][CH2:34][C:35]2[CH:40]=[CH:39][CH:38]=[CH:37][CH:36]=2)=[O:32])[N:11]([CH2:13]CC2C=CC=CC=2)[CH:12]=1)=[O:7])[CH2:2][CH2:3][CH3:4].C(N(CCCC)C(C1N=C(C2C=CC(C(OC)=O)=CC=2C(OCC2C=CC=CC=2)=O)NC=1)=O)CCC.CI, predict the reaction product. The product is: [CH2:41]([N:5]([CH2:1][CH2:2][CH2:3][CH3:4])[C:6]([C:8]1[N:9]=[C:10]([C:21]2[CH:30]=[CH:29][C:24]([C:25]([O:27][CH3:28])=[O:26])=[CH:23][C:22]=2[C:31]([O:33][CH2:34][C:35]2[CH:36]=[CH:37][CH:38]=[CH:39][CH:40]=2)=[O:32])[N:11]([CH3:13])[CH:12]=1)=[O:7])[CH2:42][CH2:43][CH3:44]. (4) The product is: [CH:16]1([CH2:15][O:14][C:12]2[C:11]([C:19]([F:21])([F:22])[F:20])=[CH:10][C:9]3[NH:23][C:24](=[O:41])[CH2:25][C:26]([C:28]4[CH:33]=[CH:32][CH:31]=[C:30]([C:34]5[CH:39]=[CH:38][N:37]=[C:36]([CH3:40])[CH:35]=5)[CH:29]=4)=[N:7][C:8]=3[CH:13]=2)[CH2:17][CH2:18]1. Given the reactants C(OC(=O)[NH:7][C:8]1[CH:13]=[C:12]([O:14][CH2:15][CH:16]2[CH2:18][CH2:17]2)[C:11]([C:19]([F:22])([F:21])[F:20])=[CH:10][C:9]=1[NH:23][C:24](=[O:41])[CH2:25][C:26]([C:28]1[CH:33]=[CH:32][CH:31]=[C:30]([C:34]2[CH:39]=[CH:38][N:37]=[C:36]([CH3:40])[CH:35]=2)[CH:29]=1)=O)(C)(C)C.C(O)(C(F)(F)F)=O, predict the reaction product. (5) Given the reactants [Cl:1][C:2]1[CH:7]=[C:6]([C:8]#[C:9][Si](C)(C)C)[CH:5]=[C:4]([O:14][CH3:15])[C:3]=1[CH:16]1[C:22](=[O:23])[CH:21]2[CH2:24][CH:18]([CH2:19][CH2:20]2)[C:17]1=[O:25].C(=O)([O-])[O-].[K+].[K+], predict the reaction product. The product is: [Cl:1][C:2]1[CH:7]=[C:6]([C:8]#[CH:9])[CH:5]=[C:4]([O:14][CH3:15])[C:3]=1[CH:16]1[C:22](=[O:23])[CH:21]2[CH2:24][CH:18]([CH2:19][CH2:20]2)[C:17]1=[O:25]. (6) Given the reactants [N+:1]([C:4]1[CH:5]=[CH:6][C:7]2[O:13][CH2:12][C@@H:11]3[CH2:14][CH2:15][CH2:16][N:10]3[C:9](=[O:17])[C:8]=2[CH:18]=1)([O-])=O.CO.[H][H], predict the reaction product. The product is: [NH2:1][C:4]1[CH:5]=[CH:6][C:7]2[O:13][CH2:12][C@@H:11]3[CH2:14][CH2:15][CH2:16][N:10]3[C:9](=[O:17])[C:8]=2[CH:18]=1.